Dataset: Forward reaction prediction with 1.9M reactions from USPTO patents (1976-2016). Task: Predict the product of the given reaction. (1) Given the reactants [O:1]1[C:6]2[CH:7]=[CH:8][CH:9]=[CH:10][C:5]=2[NH:4][CH2:3][CH2:2]1.[CH2:11]([O:13][C:14](=[O:22])[CH2:15][CH2:16][CH2:17][CH2:18][C:19](O)=[O:20])[CH3:12].O, predict the reaction product. The product is: [CH2:11]([O:13][C:14](=[O:22])[CH2:15][CH2:16][CH2:17][CH2:18][C:19]([N:4]1[C:5]2[CH:10]=[CH:9][CH:8]=[CH:7][C:6]=2[O:1][CH2:2][CH2:3]1)=[O:20])[CH3:12]. (2) Given the reactants [Cl:1][C:2]1[CH:3]=[CH:4][C:5](F)=[C:6]([CH:8]=1)[NH2:7].[C:10](=[S:15])(OCC)[S-:11].[K+].Cl, predict the reaction product. The product is: [Cl:1][C:2]1[CH:3]=[CH:4][C:5]2[S:11][C:10]([SH:15])=[N:7][C:6]=2[CH:8]=1. (3) Given the reactants [H-].[Na+].[Cl:3][C:4]1[CH:9]=[CH:8][C:7]([CH2:10][C:11]#[N:12])=[CH:6][CH:5]=1.Cl[C:14]1[CH:15]=[CH:16][C:17]([N+:24]([O-:26])=[O:25])=[C:18]([CH:23]=1)[C:19]([O:21][CH3:22])=[O:20].C(OC(C)C)(C)C, predict the reaction product. The product is: [Cl:3][C:4]1[CH:9]=[CH:8][C:7]([CH:10]([C:11]#[N:12])[C:14]2[CH:15]=[CH:16][C:17]([N+:24]([O-:26])=[O:25])=[C:18]([CH:23]=2)[C:19]([O:21][CH3:22])=[O:20])=[CH:6][CH:5]=1. (4) Given the reactants [Cl:1][C:2]1[CH:3]=[CH:4][C:5]([O:29][CH2:30][CH:31]([F:33])[F:32])=[C:6]([C:8]2[C:9]3[N:10]([N:14]=[C:15]([NH:17][C:18]4[CH:28]=[CH:27][C:21]5[CH2:22][CH2:23][NH:24][CH2:25][CH2:26][C:20]=5[CH:19]=4)[N:16]=3)[CH:11]=[CH:12][CH:13]=2)[CH:7]=1.Cl[CH2:35][C:36]([N:38]([CH3:40])[CH3:39])=[O:37], predict the reaction product. The product is: [Cl:1][C:2]1[CH:3]=[CH:4][C:5]([O:29][CH2:30][CH:31]([F:33])[F:32])=[C:6]([C:8]2[C:9]3[N:10]([N:14]=[C:15]([NH:17][C:18]4[CH:28]=[CH:27][C:21]5[CH2:22][CH2:23][N:24]([CH2:35][C:36]([N:38]([CH3:40])[CH3:39])=[O:37])[CH2:25][CH2:26][C:20]=5[CH:19]=4)[N:16]=3)[CH:11]=[CH:12][CH:13]=2)[CH:7]=1. (5) Given the reactants [CH2:1]([N:8]1[CH:12]=[C:11](I)[C:10]([CH:14]([CH3:16])[CH3:15])=[N:9]1)[C:2]1[CH:7]=[CH:6][CH:5]=[CH:4][CH:3]=1.C1(P(C2C=CC=CC=2)C2C=CC=CC=2)C=CC=CC=1.[C:36]([O:40][CH3:41])(=[O:39])[CH:37]=[CH2:38].C([O-])(=O)C.[Na+], predict the reaction product. The product is: [CH2:1]([N:8]1[CH:12]=[C:11](/[CH:38]=[CH:37]/[C:36]([O:40][CH3:41])=[O:39])[C:10]([CH:14]([CH3:16])[CH3:15])=[N:9]1)[C:2]1[CH:7]=[CH:6][CH:5]=[CH:4][CH:3]=1.